Dataset: Reaction yield outcomes from USPTO patents with 853,638 reactions. Task: Predict the reaction yield, written as a fraction of the theoretical maximum amount of product (1.0 means a 100% yield; for example, 0.34 means a 34% yield). (1) The reactants are Cl.[F:2][C:3]([F:34])([F:33])[C:4]1[CH:5]=[C:6]([NH:14][C:15](=[O:32])[C:16]2[CH:21]=[C:20]([C:22]3[CH:27]=[CH:26][CH:25]=[CH:24][N:23]=3)[CH:19]=[CH:18][C:17]=2[O:28]COC)[CH:7]=[C:8]([C:10]([F:13])([F:12])[F:11])[CH:9]=1.C(=O)([O-])O.[Na+]. The catalyst is CO. The product is [F:34][C:3]([F:2])([F:33])[C:4]1[CH:5]=[C:6]([NH:14][C:15](=[O:32])[C:16]2[CH:21]=[C:20]([C:22]3[CH:27]=[CH:26][CH:25]=[CH:24][N:23]=3)[CH:19]=[CH:18][C:17]=2[OH:28])[CH:7]=[C:8]([C:10]([F:11])([F:12])[F:13])[CH:9]=1. The yield is 0.472. (2) The reactants are [Cl:1][C:2]1[CH:7]=[CH:6][CH:5]=[CH:4][C:3]=1[C:8]1[N:9]([C:15]2[CH:20]=[CH:19][C:18]([Cl:21])=[CH:17][CH:16]=2)[CH:10]=[C:11]([CH:13]=O)[N:12]=1.[CH:22]1([NH2:28])[CH2:27][CH2:26][CH2:25][CH2:24][CH2:23]1.[BH4-].[Na+]. The catalyst is CO. The product is [Cl:1][C:2]1[CH:7]=[CH:6][CH:5]=[CH:4][C:3]=1[C:8]1[N:9]([C:15]2[CH:20]=[CH:19][C:18]([Cl:21])=[CH:17][CH:16]=2)[CH:10]=[C:11]([CH2:13][NH:28][CH:22]2[CH2:27][CH2:26][CH2:25][CH2:24][CH2:23]2)[N:12]=1. The yield is 0.810. (3) The reactants are [CH3:1][N:2]1[C:7](=[O:8])[C:6]([NH:9][C:10]2[CH:11]=[N:12][CH:13]=[CH:14][CH:15]=2)=[N:5][C:4](B(O)O)=[CH:3]1.Cl[C:20]1[C:25]([CH:26]=[O:27])=[C:24]([N:28]2[CH2:41][CH2:40][N:31]3[C:32]4[CH2:33][CH2:34][CH2:35][CH2:36][C:37]=4[C:38]([F:39])=[C:30]3[C:29]2=[O:42])[N:23]=[CH:22][CH:21]=1.C([O-])([O-])=O.[Na+].[Na+].CN(C=O)C. The catalyst is C1C=CC(P(C2C=CC=CC=2)[C-]2C=CC=C2)=CC=1.C1C=CC(P(C2C=CC=CC=2)[C-]2C=CC=C2)=CC=1.Cl[Pd]Cl.[Fe+2].O. The product is [F:39][C:38]1[C:37]2[CH2:36][CH2:35][CH2:34][CH2:33][C:32]=2[N:31]2[CH2:40][CH2:41][N:28]([C:24]3[N:23]=[CH:22][CH:21]=[C:20]([C:4]4[N:5]=[C:6]([NH:9][C:10]5[CH:11]=[N:12][CH:13]=[CH:14][CH:15]=5)[C:7](=[O:8])[N:2]([CH3:1])[CH:3]=4)[C:25]=3[CH:26]=[O:27])[C:29](=[O:42])[C:30]=12. The yield is 0.490. (4) The reactants are Br[C:2]1[C:7]([NH2:8])=[CH:6][CH:5]=[C:4]([CH3:9])[N:3]=1.[C:10]([C:12]1[CH:13]=[N:14][CH:15]=[CH:16][CH:17]=1)#[CH:11]. The catalyst is C(N(CC)CC)C.Cl[Pd](Cl)([P](C1C=CC=CC=1)(C1C=CC=CC=1)C1C=CC=CC=1)[P](C1C=CC=CC=1)(C1C=CC=CC=1)C1C=CC=CC=1. The product is [CH3:9][C:4]1[N:3]=[C:2]([C:11]#[C:10][C:12]2[CH:13]=[N:14][CH:15]=[CH:16][CH:17]=2)[C:7]([NH2:8])=[CH:6][CH:5]=1. The yield is 0.490.